This data is from Forward reaction prediction with 1.9M reactions from USPTO patents (1976-2016). The task is: Predict the product of the given reaction. (1) Given the reactants [Br:1][C:2]1[CH:3]=[C:4]([N+:18]([O-])=O)[C:5]([NH:9][CH2:10][C@H:11]2[CH2:15][O:14][C:13]([CH3:17])([CH3:16])[O:12]2)=[N:6][C:7]=1[CH3:8].[Cl-].[NH4+], predict the reaction product. The product is: [Br:1][C:2]1[CH:3]=[C:4]([NH2:18])[C:5]([NH:9][CH2:10][C@H:11]2[CH2:15][O:14][C:13]([CH3:16])([CH3:17])[O:12]2)=[N:6][C:7]=1[CH3:8]. (2) The product is: [CH2:1]([NH:4][C:12](=[O:13])[O:14][C:15]([CH3:18])([CH3:17])[CH3:16])[C:2]#[CH:3]. Given the reactants [CH2:1]([NH2:4])[C:2]#[CH:3].CCN(CC)CC.[C:12](O[C:12]([O:14][C:15]([CH3:18])([CH3:17])[CH3:16])=[O:13])([O:14][C:15]([CH3:18])([CH3:17])[CH3:16])=[O:13].Cl, predict the reaction product. (3) Given the reactants [CH2:1]([C@H:3]1[C@@H:7]([C:8]2[N:12]3[C:13]4[CH:19]=[CH:18][N:17](S(C5C=CC(C)=CC=5)(=O)=O)[C:14]=4[N:15]=[CH:16][C:11]3=[N:10][N:9]=2)[CH2:6][C@H:5]([CH2:30][CH2:31][C:32]#[N:33])[CH2:4]1)[CH3:2].[OH-].[Na+], predict the reaction product. The product is: [CH2:1]([C@H:3]1[C@@H:7]([C:8]2[N:12]3[C:13]4[CH:19]=[CH:18][NH:17][C:14]=4[N:15]=[CH:16][C:11]3=[N:10][N:9]=2)[CH2:6][C@H:5]([CH2:30][CH2:31][C:32]#[N:33])[CH2:4]1)[CH3:2]. (4) Given the reactants C([O:3][C:4](=[O:26])[C:5]1[CH:10]=[CH:9][C:8]([CH3:11])=[C:7]([NH:12][C:13]2[N:18]=[C:17]([C:19]3[C:24]([CH3:25])=[N:23][CH:22]=[CH:21][N:20]=3)[CH:16]=[CH:15][N:14]=2)[CH:6]=1)C.C(OC(=O)C1C=CC(NC2N=C(C3C=NC=CC=3)C=CN=2)=CC=1)C, predict the reaction product. The product is: [CH3:11][C:8]1[CH:9]=[CH:10][C:5]([C:4]([OH:26])=[O:3])=[CH:6][C:7]=1[NH:12][C:13]1[N:18]=[C:17]([C:19]2[C:24]([CH3:25])=[N:23][CH:22]=[CH:21][N:20]=2)[CH:16]=[CH:15][N:14]=1. (5) Given the reactants CC[O-].[Na+].[CH3:5][N:6]1[C:10]([C:11]2[O:15][CH:14]=[N:13][C:12]=2[CH3:16])=[N:9][NH:8][C:7]1=[S:17].Br[CH2:19][CH2:20][CH2:21][Cl:22], predict the reaction product. The product is: [Cl:22][CH2:21][CH2:20][CH2:19][S:17][C:7]1[N:6]([CH3:5])[C:10]([C:11]2[O:15][CH:14]=[N:13][C:12]=2[CH3:16])=[N:9][N:8]=1. (6) Given the reactants [OH:1][C:2]1[CH:11]=[CH:10][C:9]([N+:12]([O-:14])=[O:13])=[CH:8][C:3]=1[C:4]([O:6][CH3:7])=[O:5].[Cl:15][C:16]1[CH:21]=[C:20]([Cl:22])[CH:19]=[CH:18][C:17]=1[CH:23]([C:25]1[CH:30]=[CH:29][CH:28]=[CH:27][CH:26]=1)O.C1(C)C=CC=CC=1.C1(P(C2C=CC=CC=2)C2C=CC=CC=2)C=CC=CC=1, predict the reaction product. The product is: [Cl:15][C:16]1[CH:21]=[C:20]([Cl:22])[CH:19]=[CH:18][C:17]=1[CH:23]([C:25]1[CH:26]=[CH:27][CH:28]=[CH:29][CH:30]=1)[O:1][C:2]1[CH:11]=[CH:10][C:9]([N+:12]([O-:14])=[O:13])=[CH:8][C:3]=1[C:4]([O:6][CH3:7])=[O:5]. (7) Given the reactants [CH3:1][O:2][C:3](=[O:19])[C:4]1[CH:9]=[C:8]([N:10]2[CH2:15][CH2:14][CH2:13][CH2:12][S:11]2(=[O:17])=[O:16])[CH:7]=[C:6](Br)[CH:5]=1.[CH:20]([O:22]CCCC)=[CH2:21].C1C=CC(P(C2C=CC=CC=2)CCCP(C2C=CC=CC=2)C2C=CC=CC=2)=CC=1.C(=O)([O-])[O-].[K+].[K+].Cl, predict the reaction product. The product is: [CH3:1][O:2][C:3](=[O:19])[C:4]1[CH:9]=[C:8]([N:10]2[CH2:15][CH2:14][CH2:13][CH2:12][S:11]2(=[O:17])=[O:16])[CH:7]=[C:6]([C:20](=[O:22])[CH3:21])[CH:5]=1. (8) Given the reactants [CH3:1][C:2]1[N:3]=[C:4]([NH:7][C:8](=[O:33])[CH2:9][C:10]2[CH:15]=[CH:14][C:13]([O:16][C:17]3[C:26]4[C:21](=[CH:22][C:23]([O:31][CH3:32])=[C:24]([C:27]([O:29]C)=[O:28])[CH:25]=4)[N:20]=[CH:19][CH:18]=3)=[CH:12][CH:11]=2)[S:5][CH:6]=1.[OH-].[Li+], predict the reaction product. The product is: [CH3:1][C:2]1[N:3]=[C:4]([NH:7][C:8](=[O:33])[CH2:9][C:10]2[CH:15]=[CH:14][C:13]([O:16][C:17]3[C:26]4[C:21](=[CH:22][C:23]([O:31][CH3:32])=[C:24]([C:27]([OH:29])=[O:28])[CH:25]=4)[N:20]=[CH:19][CH:18]=3)=[CH:12][CH:11]=2)[S:5][CH:6]=1. (9) Given the reactants [Br:1][C:2]1[CH:7]=[CH:6][C:5]([S:8]([NH2:11])(=[O:10])=[O:9])=[C:4]([CH3:12])[CH:3]=1.I(O)(=O)(=O)=[O:14].C(O)(C)C, predict the reaction product. The product is: [Br:1][C:2]1[CH:7]=[CH:6][C:5]2[S:8](=[O:9])(=[O:10])[NH:11][C:12](=[O:14])[C:4]=2[CH:3]=1. (10) Given the reactants [Cl:1][C:2]1[CH:22]=[CH:21][C:5]([CH2:6][CH:7]2[C:16]3[C:11](=[CH:12][C:13]([O:19][CH3:20])=[C:14]([O:17][CH3:18])[CH:15]=3)[CH2:10][CH2:9][NH:8]2)=[CH:4][CH:3]=1.Br[CH2:24][C:25](Br)=[O:26].[NH2:28][C@@H:29]1[C:37]2[C:32](=[CH:33][CH:34]=[CH:35][CH:36]=2)[CH2:31][C@@H:30]1[OH:38], predict the reaction product. The product is: [Cl:1][C:2]1[CH:3]=[CH:4][C:5]([CH2:6][CH:7]2[C:16]3[C:11](=[CH:12][C:13]([O:19][CH3:20])=[C:14]([O:17][CH3:18])[CH:15]=3)[CH2:10][CH2:9][N:8]2[CH2:24][C:25]([NH:28][C@@H:29]2[C:37]3[C:32](=[CH:33][CH:34]=[CH:35][CH:36]=3)[CH2:31][C@@H:30]2[OH:38])=[O:26])=[CH:21][CH:22]=1.